Dataset: Forward reaction prediction with 1.9M reactions from USPTO patents (1976-2016). Task: Predict the product of the given reaction. (1) Given the reactants [O:1]1[C:10]2[C:5](=[CH:6][CH:7]=[CH:8][CH:9]=2)[CH2:4][CH2:3][C:2]1=[O:11].[CH3:12][NH:13][CH3:14], predict the reaction product. The product is: [OH:1][C:10]1[CH:9]=[CH:8][CH:7]=[CH:6][C:5]=1[CH2:4][CH2:3][C:2]([N:13]([CH3:14])[CH3:12])=[O:11]. (2) Given the reactants [Br:1][C:2]1[C:3](=[O:34])[N:4]([C:19]2[CH:20]=[C:21]([C:26](=O)[CH2:27][C:28]([O:30]CC)=[O:29])[CH:22]=[CH:23][C:24]=2[CH3:25])[C:5]([CH3:18])=[CH:6][C:7]=1[O:8][CH2:9][C:10]1[CH:15]=[CH:14][C:13]([F:16])=[CH:12][C:11]=1[F:17].C([N:37](CC)CC)C.Cl.NO.C([O-])(O)=O.[Na+], predict the reaction product. The product is: [Br:1][C:2]1[C:3](=[O:34])[N:4]([C:19]2[CH:20]=[C:21]([C:26]3[CH:27]=[C:28]([OH:30])[O:29][N:37]=3)[CH:22]=[CH:23][C:24]=2[CH3:25])[C:5]([CH3:18])=[CH:6][C:7]=1[O:8][CH2:9][C:10]1[CH:15]=[CH:14][C:13]([F:16])=[CH:12][C:11]=1[F:17]. (3) Given the reactants C([Li])CCC.Br[C:7]1[CH:12]=[CH:11][CH:10]=[C:9]([Br:13])[CH:8]=1.[F:14][C:15]1[CH:20]=[CH:19][C:18]([C:21](=O)[CH3:22])=[CH:17][CH:16]=1, predict the reaction product. The product is: [Br:13][C:9]1[CH:10]=[CH:11][CH:12]=[C:7]([C:21]([C:18]2[CH:19]=[CH:20][C:15]([F:14])=[CH:16][CH:17]=2)=[CH2:22])[CH:8]=1. (4) The product is: [C:13]1([C:9]2[NH:10][C:11]3[C:7]([CH:8]=2)=[CH:6][CH:5]=[C:4]([NH2:1])[CH:12]=3)[CH:14]=[CH:15][CH:16]=[CH:17][CH:18]=1. Given the reactants [N+:1]([C:4]1[CH:12]=[C:11]2[C:7]([CH:8]=[C:9]([C:13]3[CH:18]=[CH:17][CH:16]=[CH:15][CH:14]=3)[NH:10]2)=[CH:6][CH:5]=1)([O-])=O.[Cl-].[NH4+], predict the reaction product. (5) The product is: [NH2:1][C@H:2]1[CH2:7][CH2:6][CH2:5][CH2:4][C@H:3]1[NH:8][C:9]1[N:14]=[C:13]([NH:15][C:16]2[CH:30]=[CH:29][C:19]([O:20][CH2:21][C:22]([OH:24])=[O:23])=[CH:18][CH:17]=2)[C:12]([C:31](=[O:33])[NH2:32])=[CH:11][N:10]=1. Given the reactants [NH2:1][C@H:2]1[CH2:7][CH2:6][CH2:5][CH2:4][C@H:3]1[NH:8][C:9]1[N:14]=[C:13]([NH:15][C:16]2[CH:30]=[CH:29][C:19]([O:20][CH2:21][C:22]([O:24]C(C)(C)C)=[O:23])=[CH:18][CH:17]=2)[C:12]([C:31](=[O:33])[NH2:32])=[CH:11][N:10]=1, predict the reaction product. (6) Given the reactants [C:1]([C:3]1[CH:4]=[C:5]([S:21][CH3:22])[C:6]2[O:10][C:9]([C:11]3[CH:19]=[CH:18][C:14]([C:15]([OH:17])=O)=[CH:13][CH:12]=3)=[N:8][C:7]=2[CH:20]=1)#[N:2].[F:23][C:24]([F:40])([F:39])[C:25]1[CH:26]=[CH:27][C:28]([N:31]2[CH2:36][CH2:35][CH:34]([CH2:37][NH2:38])[CH2:33][CH2:32]2)=[N:29][CH:30]=1, predict the reaction product. The product is: [C:1]([C:3]1[CH:4]=[C:5]([S:21][CH3:22])[C:6]2[O:10][C:9]([C:11]3[CH:19]=[CH:18][C:14]([C:15]([NH:38][CH2:37][CH:34]4[CH2:35][CH2:36][N:31]([C:28]5[CH:27]=[CH:26][C:25]([C:24]([F:40])([F:39])[F:23])=[CH:30][N:29]=5)[CH2:32][CH2:33]4)=[O:17])=[CH:13][CH:12]=3)=[N:8][C:7]=2[CH:20]=1)#[N:2]. (7) Given the reactants C(OC([N:8]1[CH2:17][CH2:16][C:15]2[C:11](=[C:12](OS(C(F)(F)F)(=O)=O)[N:13]([CH:18]3[CH2:20][CH2:19]3)[N:14]=2)[CH2:10][CH2:9]1)=O)(C)(C)C.[F:29][C:30]1[CH:35]=[CH:34][C:33](B(O)O)=[CH:32][CH:31]=1, predict the reaction product. The product is: [CH:18]1([N:13]2[C:12]([C:33]3[CH:34]=[CH:35][C:30]([F:29])=[CH:31][CH:32]=3)=[C:11]3[C:15]([CH2:16][CH2:17][NH:8][CH2:9][CH2:10]3)=[N:14]2)[CH2:19][CH2:20]1. (8) Given the reactants [F:1][C:2]1[CH:3]=[C:4]([OH:9])[CH:5]=[CH:6][C:7]=1[F:8].F[C:11]1[CH:18]=[CH:17][C:14]([CH:15]=[O:16])=[CH:13][CH:12]=1, predict the reaction product. The product is: [F:1][C:2]1[CH:3]=[C:4]([CH:5]=[CH:6][C:7]=1[F:8])[O:9][C:11]1[CH:18]=[CH:17][C:14]([CH:15]=[O:16])=[CH:13][CH:12]=1. (9) Given the reactants [Cl:1][C:2]1[CH:7]=[CH:6][C:5]([CH:8]2[CH:12]([C:13]3[CH:18]=[CH:17][C:16]([Cl:19])=[CH:15][CH:14]=3)[NH:11][C:10]([C:20]3[CH:25]=[CH:24][C:23]([C:26]([CH3:35])([CH3:34])[C:27]([N:29]([CH2:32][CH3:33])[CH2:30][CH3:31])=[O:28])=[CH:22][C:21]=3[O:36][CH2:37][CH3:38])=[N:9]2)=[CH:4][CH:3]=1.[C:39](Cl)([Cl:41])=[O:40], predict the reaction product. The product is: [Cl:1][C:2]1[CH:7]=[CH:6][C:5]([C@H:8]2[C@@H:12]([C:13]3[CH:14]=[CH:15][C:16]([Cl:19])=[CH:17][CH:18]=3)[N:11]([C:39]([Cl:41])=[O:40])[C:10]([C:20]3[CH:25]=[CH:24][C:23]([C:26]([C:27](=[O:28])[N:29]([CH2:32][CH3:33])[CH2:30][CH3:31])([CH3:35])[CH3:34])=[CH:22][C:21]=3[O:36][CH2:37][CH3:38])=[N:9]2)=[CH:4][CH:3]=1.